This data is from Catalyst prediction with 721,799 reactions and 888 catalyst types from USPTO. The task is: Predict which catalyst facilitates the given reaction. (1) Reactant: C(O)(C(F)(F)F)=O.[CH3:8][O:9][C:10]([NH:12][CH2:13][C@H:14]1[O:19][CH2:18][CH2:17][N:16](C(OC(C)(C)C)=O)[CH2:15]1)=[O:11]. Product: [NH:16]1[CH2:17][CH2:18][O:19][C@H:14]([CH2:13][NH:12][C:10](=[O:11])[O:9][CH3:8])[CH2:15]1. The catalyst class is: 4. (2) Reactant: [OH:1][C:2]([C:4]([F:7])([F:6])[F:5])=[O:3].[F:8][CH:9]([F:38])[CH2:10][NH:11][C:12]1[N:13]=[C:14]2[CH2:36][CH:35]([CH3:37])[NH:34][CH2:33][C:15]2=[N:16][C:17]=1[N:18]1[CH2:23][CH2:22][CH:21]([O:24][C:25]2[CH:30]=[CH:29][C:28]([F:31])=[CH:27][C:26]=2[F:32])[CH2:20][CH2:19]1.FC(F)C(OC(=O)C(F)F)=O.CCN(C(C)C)C(C)C. Product: [F:38][CH:9]([F:8])[CH2:10][NH:11][C:12]1[N:13]=[C:14]2[CH2:36][CH:35]([CH3:37])[N:34]([C:2](=[O:1])[CH:4]([F:7])[F:5])[CH2:33][C:15]2=[N:16][C:17]=1[N:18]1[CH2:19][CH2:20][CH:21]([O:24][C:25]2[CH:30]=[CH:29][C:28]([F:31])=[CH:27][C:26]=2[F:32])[CH2:22][CH2:23]1.[C:2]([OH:3])([C:4]([F:7])([F:6])[F:5])=[O:1]. The catalyst class is: 59. (3) Reactant: [F:1][C:2]([F:22])([F:21])[C:3](=[O:20])[CH2:4][C:5]([C:7]1[CH:12]=[CH:11][C:10]([C:13]2[N:14]=[CH:15][S:16][CH:17]=2)=[C:9]([O:18]C)[CH:8]=1)=[O:6].C[S-].[Na+].O. Product: [F:22][C:2]([F:1])([F:21])[C:3](=[O:20])[CH2:4][C:5]([C:7]1[CH:12]=[CH:11][C:10]([C:13]2[N:14]=[CH:15][S:16][CH:17]=2)=[C:9]([OH:18])[CH:8]=1)=[O:6]. The catalyst class is: 3. (4) Product: [C:12]1([S:9]([C:6]2[CH:7]=[CH:8][C:3]3[N:4]([C:23](=[O:24])[NH:2][N:1]=3)[CH:5]=2)(=[O:10])=[O:11])[CH:17]=[CH:16][CH:15]=[CH:14][CH:13]=1. The catalyst class is: 68. Reactant: [NH:1]([C:3]1[CH:8]=[CH:7][C:6]([S:9]([C:12]2[CH:17]=[CH:16][CH:15]=[CH:14][CH:13]=2)(=[O:11])=[O:10])=[CH:5][N:4]=1)[NH2:2].C1N=CN([C:23](N2C=NC=C2)=[O:24])C=1. (5) Reactant: [H][H].[CH2:3]=[CH:4][C:5]1[CH:10]=[CH:9][CH:8]=[CH:7][CH:6]=1.[C:11]([O:16][CH3:17])(=[O:15])[CH:12]([CH3:14])[CH3:13]. Product: [C:11]([O:16][CH3:17])(=[O:15])[CH:12]([CH3:14])[CH3:13].[C:11]([O:16][CH3:17])(=[O:15])[C:12]([CH3:14])=[CH2:13].[CH2:3]=[CH:4][C:5]1[CH:10]=[CH:9][CH:8]=[CH:7][CH:6]=1.[CH:4]([CH:5]1[CH2:10][CH2:9][CH2:8][CH2:7][CH2:6]1)=[CH2:3]. The catalyst class is: 45.